This data is from NCI-60 drug combinations with 297,098 pairs across 59 cell lines. The task is: Regression. Given two drug SMILES strings and cell line genomic features, predict the synergy score measuring deviation from expected non-interaction effect. (1) Drug 1: COC1=CC(=CC(=C1O)OC)C2C3C(COC3=O)C(C4=CC5=C(C=C24)OCO5)OC6C(C(C7C(O6)COC(O7)C8=CC=CS8)O)O. Drug 2: CN1C(=O)N2C=NC(=C2N=N1)C(=O)N. Cell line: NCI-H226. Synergy scores: CSS=29.9, Synergy_ZIP=5.57, Synergy_Bliss=7.63, Synergy_Loewe=-25.5, Synergy_HSA=6.43. (2) Synergy scores: CSS=4.95, Synergy_ZIP=-1.08, Synergy_Bliss=0.350, Synergy_Loewe=-4.47, Synergy_HSA=-4.40. Drug 1: C1CN1P(=S)(N2CC2)N3CC3. Drug 2: C1=NC2=C(N=C(N=C2N1C3C(C(C(O3)CO)O)F)Cl)N. Cell line: SF-295. (3) Drug 1: C1CN1C2=NC(=NC(=N2)N3CC3)N4CC4. Drug 2: CC1=C(C(=O)C2=C(C1=O)N3CC4C(C3(C2COC(=O)N)OC)N4)N. Cell line: OVCAR-5. Synergy scores: CSS=39.0, Synergy_ZIP=-8.39, Synergy_Bliss=-2.57, Synergy_Loewe=-3.80, Synergy_HSA=3.09. (4) Drug 1: CC(C1=C(C=CC(=C1Cl)F)Cl)OC2=C(N=CC(=C2)C3=CN(N=C3)C4CCNCC4)N. Drug 2: C1C(C(OC1N2C=NC3=C(N=C(N=C32)Cl)N)CO)O. Cell line: OVCAR-8. Synergy scores: CSS=5.73, Synergy_ZIP=-9.05, Synergy_Bliss=-20.1, Synergy_Loewe=-35.3, Synergy_HSA=-19.8. (5) Drug 1: C1CN1C2=NC(=NC(=N2)N3CC3)N4CC4. Drug 2: CNC(=O)C1=NC=CC(=C1)OC2=CC=C(C=C2)NC(=O)NC3=CC(=C(C=C3)Cl)C(F)(F)F. Cell line: SNB-19. Synergy scores: CSS=3.12, Synergy_ZIP=-22.8, Synergy_Bliss=-48.6, Synergy_Loewe=-47.2, Synergy_HSA=-48.3. (6) Drug 1: COC1=C(C=C2C(=C1)N=CN=C2NC3=CC(=C(C=C3)F)Cl)OCCCN4CCOCC4. Drug 2: C1C(C(OC1N2C=NC3=C(N=C(N=C32)Cl)N)CO)O. Cell line: HS 578T. Synergy scores: CSS=11.4, Synergy_ZIP=-3.09, Synergy_Bliss=2.24, Synergy_Loewe=0.665, Synergy_HSA=0.349. (7) Drug 1: CCN(CC)CCNC(=O)C1=C(NC(=C1C)C=C2C3=C(C=CC(=C3)F)NC2=O)C. Drug 2: C1=CC=C(C(=C1)C(C2=CC=C(C=C2)Cl)C(Cl)Cl)Cl. Cell line: HCT116. Synergy scores: CSS=8.62, Synergy_ZIP=-1.36, Synergy_Bliss=0.250, Synergy_Loewe=-6.31, Synergy_HSA=-0.276.